From a dataset of Reaction yield outcomes from USPTO patents with 853,638 reactions. Predict the reaction yield, written as a fraction of the theoretical maximum amount of product (1.0 means a 100% yield; for example, 0.34 means a 34% yield). (1) The reactants are [C:1]([C:4]1[S:5][C:6](Cl)=[CH:7][CH:8]=1)(=O)[CH3:2].[Cl:10][C:11]1[S:15][C:14]([C:16]([CH2:18][C:19]#[N:20])=[O:17])=[CH:13][CH:12]=1.C1(=O)CCCCC1.N1CCOCC1.[S]. No catalyst specified. The product is [NH2:20][C:19]1[S:5][C:6]2[CH2:2][CH2:1][CH2:4][CH2:8][C:7]=2[C:18]=1[C:16]([C:14]1[S:15][C:11]([Cl:10])=[CH:12][CH:13]=1)=[O:17]. The yield is 0.760. (2) The reactants are [NH2:1][C@@H:2]([CH2:33][C:34]1[CH:39]=[CH:38][CH:37]=[CH:36][CH:35]=1)[C@@H:3]([OH:32])[CH2:4][C@@H:5]([NH:19][C:20]([C@@H:22]([NH:27][C:28](=[O:31])[O:29][CH3:30])[C:23]([CH3:26])([CH3:25])[CH3:24])=[O:21])[CH2:6][C:7]1[CH:12]=[CH:11][C:10]([C:13]2[CH:18]=[CH:17][CH:16]=[CH:15][N:14]=2)=[CH:9][CH:8]=1.[CH3:40][C:41]([CH3:62])([CH3:61])[C@H:42]([N:46]1[CH2:50][C:49](=[O:51])[N:48]([CH2:52][C:53]2[CH:58]=[CH:57][CH:56]=[C:55]([CH3:59])[N:54]=2)[C:47]1=[O:60])[C:43](O)=[O:44].CCOP(ON1N=NC2C=CC=CC=2C1=O)(OCC)=O.C(N(CC)C(C)C)(C)C. The catalyst is C1COCC1. The product is [CH3:40][C:41]([CH3:62])([CH3:61])[C@H:42]([N:46]1[CH2:50][C:49](=[O:51])[N:48]([CH2:52][C:53]2[CH:58]=[CH:57][CH:56]=[C:55]([CH3:59])[N:54]=2)[C:47]1=[O:60])[C:43]([NH:1][C@@H:2]([CH2:33][C:34]1[CH:35]=[CH:36][CH:37]=[CH:38][CH:39]=1)[C@@H:3]([OH:32])[CH2:4][C@@H:5]([NH:19][C:20]([C@@H:22]([NH:27][C:28](=[O:31])[O:29][CH3:30])[C:23]([CH3:26])([CH3:25])[CH3:24])=[O:21])[CH2:6][C:7]1[CH:12]=[CH:11][C:10]([C:13]2[CH:18]=[CH:17][CH:16]=[CH:15][N:14]=2)=[CH:9][CH:8]=1)=[O:44]. The yield is 0.640. (3) The reactants are [F:1][C:2]1[CH:10]=[CH:9][C:5]([C:6]([OH:8])=O)=[CH:4][CH:3]=1.C1C=CC2N(O)N=NC=2C=1.CCN=C=NCCCN(C)C.[NH2:32][CH:33]1[CH:40]2[CH2:41][CH:36]3[CH2:37][CH:38]([CH2:42][CH:34]1[CH2:35]3)[CH2:39]2.Cl.CCN(C(C)C)C(C)C. The catalyst is CN(C=O)C. The product is [F:1][C:2]1[CH:3]=[CH:4][C:5]([C:6]([NH:32][CH:33]2[CH:34]3[CH2:42][CH:38]4[CH2:37][CH:36]([CH2:41][CH:40]2[CH2:39]4)[CH2:35]3)=[O:8])=[CH:9][CH:10]=1. The yield is 0.980. (4) The reactants are CO[C:3]([C:5]1[CH2:10][CH:9]([CH2:11][CH2:12][O:13][CH2:14][C:15]2[CH:20]=[CH:19][CH:18]=[CH:17][CH:16]=2)[CH2:8][CH2:7][CH:6]=1)=O.CC(C[AlH]CC(C)C)C.N1C=CC=CC=1.S(=O)(=O)=O. The catalyst is C1COCC1. The product is [CH3:3][C:5]1[CH2:10][CH:9]([CH2:11][CH2:12][O:13][CH2:14][C:15]2[CH:16]=[CH:17][CH:18]=[CH:19][CH:20]=2)[CH2:8][CH2:7][CH:6]=1. The yield is 0.820. (5) The reactants are Cl[C:2]1[C:11]2[C:6](=[CH:7][CH:8]=[C:9]([Cl:12])[N:10]=2)[N:5]=[CH:4][C:3]=1[C:13](=[O:15])[CH3:14].[CH3:16][N:17]1[CH2:22][CH2:21][CH:20]([CH2:23][NH2:24])[CH2:19][CH2:18]1. No catalyst specified. The product is [Cl:12][C:9]1[N:10]=[C:11]2[C:6](=[CH:7][CH:8]=1)[N:5]=[CH:4][C:3]([C:13](=[O:15])[CH3:14])=[C:2]2[NH:24][CH2:23][CH:20]1[CH2:21][CH2:22][N:17]([CH3:16])[CH2:18][CH2:19]1. The yield is 0.490. (6) The reactants are [Br:1][C:2]1[C:11]([CH2:12]Br)=[C:10]2[C:5]([CH:6]=[CH:7][C:8]([O:14][CH3:15])=[N:9]2)=[CH:4][CH:3]=1.C([O-])(O)=[O:17].[Na+]. The catalyst is CC(C)=O.O. The product is [Br:1][C:2]1[C:11]([CH2:12][OH:17])=[C:10]2[C:5]([CH:6]=[CH:7][C:8]([O:14][CH3:15])=[N:9]2)=[CH:4][CH:3]=1. The yield is 0.560. (7) The reactants are [N:1]1[CH:6]=[CH:5][N:4]=[CH:3][C:2]=1[C:7](=O)[CH3:8].C([O-])(=O)C.[NH4+:14]. The catalyst is CO.C([BH3-])#N.[Na+]. The product is [N:1]1[CH:6]=[CH:5][N:4]=[CH:3][C:2]=1[CH:7]([NH2:14])[CH3:8]. The yield is 0.750.